The task is: Predict the reactants needed to synthesize the given product.. This data is from Full USPTO retrosynthesis dataset with 1.9M reactions from patents (1976-2016). (1) Given the product [N:17]1[CH:16]=[CH:30][CH:29]=[CH:20][C:12]=1[CH2:13][N:8]1[C:9]2[C:5](=[CH:4][C:3]([O:2][CH3:1])=[CH:11][CH:10]=2)[CH2:6][CH2:7]1, predict the reactants needed to synthesize it. The reactants are: [CH3:1][O:2][C:3]1[CH:4]=[C:5]2[C:9](=[CH:10][CH:11]=1)[NH:8][CH:7]=[CH:6]2.[C:12](O)(=O)[CH3:13].[C:16]([BH3-])#[N:17].[Na+].[C:20]([O-])(O)=O.[Na+].C(O[CH2:29][CH3:30])(=O)C. (2) Given the product [C:1]([N:8]1[CH2:13][CH2:12][CH:11]2[O:22][CH:10]2[CH2:9]1)([O:3][C:4]([CH3:7])([CH3:6])[CH3:5])=[O:2], predict the reactants needed to synthesize it. The reactants are: [C:1]([N:8]1[CH2:13][CH2:12][CH:11]=[CH:10][CH2:9]1)([O:3][C:4]([CH3:7])([CH3:6])[CH3:5])=[O:2].ClC1C(C(OO)=[O:22])=CC=CC=1.